From a dataset of Catalyst prediction with 721,799 reactions and 888 catalyst types from USPTO. Predict which catalyst facilitates the given reaction. (1) Product: [CH3:17][N:10]([C:7]1[CH:6]=[CH:5][C:4]([N+:1]([O-:3])=[O:2])=[CH:9][CH:8]=1)[C:11](=[O:14])[CH2:12][CH3:13]. Reactant: [N+:1]([C:4]1[CH:9]=[CH:8][C:7]([NH:10][C:11](=[O:14])[CH2:12][CH3:13])=[CH:6][CH:5]=1)([O-:3])=[O:2].[H-].[Na+].[CH3:17]I. The catalyst class is: 3. (2) Reactant: [Cl:1][C:2]1[CH:7]=[CH:6][C:5]([N:8]2[C:16]([CH:17]([CH:21]3[CH2:26][CH2:25][CH2:24][CH2:23][CH2:22]3)[C:18](O)=[O:19])=[C:15]3[C:10]([CH:11]=[C:12]([F:28])[C:13]([F:27])=[CH:14]3)=[N:9]2)=[CH:4][CH:3]=1.S(Cl)(Cl)=O.[CH2:33]([O:35][C:36](=[O:49])[C:37]([O:40][C:41]1[CH:46]=[CH:45][C:44]([NH2:47])=[C:43]([F:48])[CH:42]=1)([CH3:39])[CH3:38])[CH3:34]. Product: [CH2:33]([O:35][C:36](=[O:49])[C:37]([O:40][C:41]1[CH:46]=[CH:45][C:44]([NH:47][C:18](=[O:19])[CH:17]([C:16]2[N:8]([C:5]3[CH:4]=[CH:3][C:2]([Cl:1])=[CH:7][CH:6]=3)[N:9]=[C:10]3[C:15]=2[CH:14]=[C:13]([F:27])[C:12]([F:28])=[CH:11]3)[CH:21]2[CH2:22][CH2:23][CH2:24][CH2:25][CH2:26]2)=[C:43]([F:48])[CH:42]=1)([CH3:39])[CH3:38])[CH3:34]. The catalyst class is: 142. (3) Reactant: [H-].[Al+3].[Li+].[H-].[H-].[H-].C1COCC1.[CH2:12]([O:19][C:20]1[CH:27]=[CH:26][C:23]([C:24]#[N:25])=[C:22]([F:28])[CH:21]=1)[C:13]1[CH:18]=[CH:17][CH:16]=[CH:15][CH:14]=1.[OH-].[Na+]. Product: [CH2:12]([O:19][C:20]1[CH:27]=[CH:26][C:23]([CH2:24][NH2:25])=[C:22]([F:28])[CH:21]=1)[C:13]1[CH:14]=[CH:15][CH:16]=[CH:17][CH:18]=1. The catalyst class is: 6. (4) Reactant: [Br:1][C:2]1[CH:3]=[C:4]2[C:9](Cl)=[C:8]([C:11]([NH2:13])=[O:12])[CH:7]=[N:6][N:5]2[CH:14]=1.Cl.[NH2:16][C@H:17]([CH3:24])[C:18]([CH3:23])([CH3:22])[C:19]([NH2:21])=[O:20].CCN(C(C)C)C(C)C. Product: [NH2:21][C:19](=[O:20])[C:18]([CH3:23])([CH3:22])[C@H:17]([NH:16][C:9]1[C:4]2[N:5]([CH:14]=[C:2]([Br:1])[CH:3]=2)[N:6]=[CH:7][C:8]=1[C:11]([NH2:13])=[O:12])[CH3:24]. The catalyst class is: 3. (5) Reactant: [CH2:1]([N:8]1[CH2:13][CH2:12][N:11]([CH2:14][CH2:15][N:16]2C(=O)C3C(=CC=CC=3)C2=O)[CH2:10][CH2:9]1)[C:2]1[CH:7]=[CH:6][CH:5]=[CH:4][CH:3]=1.O.NN. Product: [CH2:1]([N:8]1[CH2:9][CH2:10][N:11]([CH2:14][CH2:15][NH2:16])[CH2:12][CH2:13]1)[C:2]1[CH:3]=[CH:4][CH:5]=[CH:6][CH:7]=1. The catalyst class is: 8.